This data is from Full USPTO retrosynthesis dataset with 1.9M reactions from patents (1976-2016). The task is: Predict the reactants needed to synthesize the given product. (1) Given the product [F:25][C:22]1[CH:23]=[CH:24][C:19]([CH2:18][C:17]([NH:16][C:13]2[CH:12]=[CH:11][C:10]([C:8]3[N:7]=[CH:6][C:5]4[N:4]([N:3]=[C:2]([NH:1][C:29]5[CH:34]=[CH:33][C:32]([S:35]([CH3:38])(=[O:37])=[O:36])=[CH:31][C:30]=5[O:39][CH3:40])[N:27]=4)[CH:9]=3)=[CH:15][CH:14]=2)=[O:26])=[CH:20][CH:21]=1, predict the reactants needed to synthesize it. The reactants are: [NH2:1][C:2]1[N:27]=[C:5]2[CH:6]=[N:7][C:8]([C:10]3[CH:15]=[CH:14][C:13]([NH:16][C:17](=[O:26])[CH2:18][C:19]4[CH:24]=[CH:23][C:22]([F:25])=[CH:21][CH:20]=4)=[CH:12][CH:11]=3)=[CH:9][N:4]2[N:3]=1.Br[C:29]1[CH:34]=[CH:33][C:32]([S:35]([CH3:38])(=[O:37])=[O:36])=[CH:31][C:30]=1[O:39][CH3:40].CC(C1C=C(C(C)C)C(C2C=CC=CC=2P(C2CCCCC2)C2CCCCC2)=C(C(C)C)C=1)C. (2) Given the product [Cl:27][C:25]1[CH:24]=[CH:23][C:22]([O:28][CH:29]([F:31])[F:30])=[C:21]([C:6]2[C:7]([NH:9][C:10]([C:12]3[CH:13]=[N:14][N:15]4[CH:20]=[CH:19][CH:18]=[N:17][C:16]=34)=[O:11])=[CH:8][N:4]([CH2:3][CH2:2][NH:40][C@@H:38]([C:32]3[CH:37]=[CH:36][CH:35]=[CH:34][CH:33]=3)[CH3:39])[N:5]=2)[CH:26]=1, predict the reactants needed to synthesize it. The reactants are: Br[CH2:2][CH2:3][N:4]1[CH:8]=[C:7]([NH:9][C:10]([C:12]2[CH:13]=[N:14][N:15]3[CH:20]=[CH:19][CH:18]=[N:17][C:16]=23)=[O:11])[C:6]([C:21]2[CH:26]=[C:25]([Cl:27])[CH:24]=[CH:23][C:22]=2[O:28][CH:29]([F:31])[F:30])=[N:5]1.[C:32]1([C@H:38]([NH2:40])[CH3:39])[CH:37]=[CH:36][CH:35]=[CH:34][CH:33]=1.CC#N.